Dataset: Reaction yield outcomes from USPTO patents with 853,638 reactions. Task: Predict the reaction yield, written as a fraction of the theoretical maximum amount of product (1.0 means a 100% yield; for example, 0.34 means a 34% yield). (1) The reactants are Cl[C:2]1[C:10]([N+:11]([O-:13])=[O:12])=[CH:9][C:8]([N+:14]([O-:16])=[O:15])=[CH:7][C:3]=1[C:4](Cl)=O.[S-:17][C:18]#[N:19].[NH4+].C1OCCOCCOCCOCCOCCOC1.[NH:39]1[CH2:44][CH2:43][O:42][CH2:41][CH2:40]1.COC1C=CC(P2(SP(C3C=CC(OC)=CC=3)(=S)S2)=[S:54])=CC=1. The catalyst is C1(C)C=CC=CC=1.O. The product is [N:39]1([C:18]2[S:17][C:2]3[C:10]([N+:11]([O-:13])=[O:12])=[CH:9][C:8]([N+:14]([O-:16])=[O:15])=[CH:7][C:3]=3[C:4](=[S:54])[N:19]=2)[CH2:44][CH2:43][O:42][CH2:41][CH2:40]1. The yield is 0.353. (2) The reactants are [Cl:1][C:2]1[CH:3]=[CH:4][C:5]([CH2:12][CH3:13])=[C:6]([CH:11]=1)[C:7]([O:9][CH3:10])=[O:8].OS(O)(=O)=O.[N+:19]([O-])([OH:21])=[O:20].O=S(Cl)Cl. The catalyst is CO. The product is [Cl:1][C:2]1[CH:3]=[C:4]([N+:19]([O-:21])=[O:20])[C:5]([CH2:12][CH3:13])=[C:6]([CH:11]=1)[C:7]([O:9][CH3:10])=[O:8]. The yield is 0.984. (3) The reactants are C(OC([N:11]1[CH:17]([C:18]2[NH:22][C:21]3[CH:23]=[C:24]([Br:27])[CH:25]=[CH:26][C:20]=3[N:19]=2)[CH2:16][C:13]2([CH2:15][CH2:14]2)[CH2:12]1)=O)C1C=CC=CC=1.Br.[CH3:29][O:30][C:31]([NH:33][CH:34]([CH:38]([CH3:40])[CH3:39])[C:35](O)=[O:36])=[O:32].CN(C(ON1N=NC2C=CC=NC1=2)=[N+](C)C)C.F[P-](F)(F)(F)(F)F.CCN(C(C)C)C(C)C. The catalyst is C(Cl)Cl.CCOC(C)=O.CN(C=O)C. The product is [CH3:29][O:30][C:31](=[O:32])[NH:33][CH:34]([C:35]([N:11]1[CH:17]([C:18]2[NH:22][C:21]3[CH:23]=[C:24]([Br:27])[CH:25]=[CH:26][C:20]=3[N:19]=2)[CH2:16][C:13]2([CH2:15][CH2:14]2)[CH2:12]1)=[O:36])[CH:38]([CH3:40])[CH3:39]. The yield is 0.750. (4) The reactants are [NH:1]1[C:9]2[C:4](=[CH:5][CH:6]=[CH:7][CH:8]=2)[C:3]([C:10](=[O:14])[C:11]([OH:13])=[O:12])=[CH:2]1.[C:15](Cl)(=O)C(Cl)=O.CO.O. The catalyst is C(Cl)Cl. The product is [NH:1]1[C:9]2[C:4](=[CH:5][CH:6]=[CH:7][CH:8]=2)[C:3]([C:10](=[O:14])[C:11]([O:13][CH3:15])=[O:12])=[CH:2]1. The yield is 0.690. (5) The reactants are [CH3:1][O:2][C:3](=[O:22])[C@H:4]([C@@H:19]([CH3:21])[OH:20])[NH:5][C:6](=O)[C:7]1[CH:12]=[CH:11][C:10]([N+:13]([O-:15])=[O:14])=[C:9]([O:16][CH3:17])[CH:8]=1.CC[N+](S(N=C(OC)[O-])(=O)=O)(CC)CC. The catalyst is C1COCC1. The product is [CH3:17][O:16][C:9]1[CH:8]=[C:7]([C:6]2[O:20][CH:19]([CH3:21])[CH:4]([C:3]([O:2][CH3:1])=[O:22])[N:5]=2)[CH:12]=[CH:11][C:10]=1[N+:13]([O-:15])=[O:14]. The yield is 0.850. (6) The reactants are [CH3:1][O:2][C:3]([C:5]1([C:8]2[CH:13]=[CH:12][C:11]([O:14][CH3:15])=[CH:10][CH:9]=2)[CH2:7][CH2:6]1)=[O:4].[N+:16]([O-])([OH:18])=[O:17].Cl. The catalyst is CC(OC(C)=O)=O.CC(O)=O. The product is [CH3:1][O:2][C:3]([C:5]1([C:8]2[CH:9]=[CH:10][C:11]([O:14][CH3:15])=[C:12]([N+:16]([O-:18])=[O:17])[CH:13]=2)[CH2:6][CH2:7]1)=[O:4]. The yield is 0.980. (7) The reactants are [Br:1][C:2]1C=CNN=1.O[CH2:8][CH2:9][N:10]1[CH2:14][CH2:13][CH2:12][C:11]1=[O:15].C1C=CC(P(C2C=CC=CC=2)C2C=CC=CC=2)=CC=1.CCO[C:38](/[N:40]=[N:41]/[C:42](OCC)=O)=O. The catalyst is C1COCC1. The product is [Br:1][C:2]1[CH:42]=[N:41][N:40]([CH2:8][CH2:9][N:10]2[CH2:14][CH2:13][CH2:12][C:11]2=[O:15])[CH:38]=1. The yield is 1.00. (8) The reactants are [OH:1][C:2]12[CH2:11][CH:6]3[CH2:7][CH:8]([CH2:10][C:4]([C:12]([O:14][CH2:15][CH2:16][CH2:17][CH3:18])=[O:13])([CH2:5]3)[CH2:3]1)[CH2:9]2.[CH3:19][O:20][CH2:21][CH2:22][O:23][CH2:24]Cl.C(N(CC)CC)C. The catalyst is C1COCC1. The product is [CH3:19][O:20][CH2:21][CH2:22][O:23][CH2:24][O:1][C:2]12[CH2:11][CH:6]3[CH2:7][CH:8]([CH2:10][C:4]([C:12]([O:14][CH2:15][CH2:16][CH2:17][CH3:18])=[O:13])([CH2:5]3)[CH2:3]1)[CH2:9]2. The yield is 0.941.